Dataset: NCI-60 drug combinations with 297,098 pairs across 59 cell lines. Task: Regression. Given two drug SMILES strings and cell line genomic features, predict the synergy score measuring deviation from expected non-interaction effect. Drug 1: C1=CC(=CC=C1C#N)C(C2=CC=C(C=C2)C#N)N3C=NC=N3. Drug 2: C1CN1P(=S)(N2CC2)N3CC3. Cell line: SW-620. Synergy scores: CSS=8.40, Synergy_ZIP=-2.76, Synergy_Bliss=-0.219, Synergy_Loewe=-0.623, Synergy_HSA=-0.0200.